From a dataset of Peptide-MHC class II binding affinity with 134,281 pairs from IEDB. Regression. Given a peptide amino acid sequence and an MHC pseudo amino acid sequence, predict their binding affinity value. This is MHC class II binding data. (1) The peptide sequence is DKKETVWHLE. The MHC is HLA-DPA10103-DPB10401 with pseudo-sequence HLA-DPA10103-DPB10401. The binding affinity (normalized) is 0.399. (2) The peptide sequence is ELGEWVFSAIKSPQA. The MHC is DRB1_0802 with pseudo-sequence DRB1_0802. The binding affinity (normalized) is 0.631.